From a dataset of M1 muscarinic receptor antagonist screen with 61,756 compounds. Binary Classification. Given a drug SMILES string, predict its activity (active/inactive) in a high-throughput screening assay against a specified biological target. (1) The drug is O=C(N(C1CCCCC1)C1CCCCC1)c1noc(c1)CCC. The result is 0 (inactive). (2) The drug is Fc1cc2c(=O)c3C(N(CCCN4CCOCC4)C(=O)c3oc2cc1)c1cc(OCC=C)ccc1. The result is 0 (inactive). (3) The molecule is O(CCN(CC)CC)c1cc(C(C)C)ccc1. The result is 1 (active).